From a dataset of Full USPTO retrosynthesis dataset with 1.9M reactions from patents (1976-2016). Predict the reactants needed to synthesize the given product. (1) Given the product [CH2:14]([N:10]1[C:9]([C:3]2[CH:4]=[CH:5][CH:6]=[C:7]([F:8])[C:2]=2[F:1])=[N:13][N:12]=[N:11]1)[C:15]1[CH:20]=[CH:19][CH:18]=[CH:17][CH:16]=1, predict the reactants needed to synthesize it. The reactants are: [F:1][C:2]1[C:7]([F:8])=[CH:6][CH:5]=[CH:4][C:3]=1[C:9]1[NH:13][N:12]=[N:11][N:10]=1.[CH2:14](Br)[C:15]1[CH:20]=[CH:19][CH:18]=[CH:17][CH:16]=1.BrCC1C=CC=CC=1C. (2) Given the product [Br:1][C:2]1[C:11]([F:12])=[C:10]2[C:5]([C:6]([Cl:22])=[C:7]([C:13]([O:15][CH2:16][CH3:17])=[O:14])[CH:8]=[N:9]2)=[CH:4][C:3]=1[Cl:19], predict the reactants needed to synthesize it. The reactants are: [Br:1][C:2]1[C:11]([F:12])=[C:10]2[C:5]([C:6](O)=[C:7]([C:13]([O:15][CH2:16][CH3:17])=[O:14])[CH:8]=[N:9]2)=[CH:4][C:3]=1[Cl:19].O=P(Cl)(Cl)[Cl:22]. (3) Given the product [CH3:12][O:13][C:14]([C:16]1[C:17]2[C:18]([CH:19]=[O:8])=[CH:3][NH:2][C:5]=2[CH:22]=[C:23]([NH:25][C:26]([O:28][C:29]([CH3:32])([CH3:31])[CH3:30])=[O:27])[CH:24]=1)=[O:15], predict the reactants needed to synthesize it. The reactants are: C[N+:2]([CH3:5])=[CH:3]Cl.[Cl-].P(Cl)(Cl)(Cl)=[O:8].[CH3:12][O:13][C:14]([C:16]1[C:17]2[CH:18]=[CH:19]NC=2[CH:22]=[C:23]([NH:25][C:26]([O:28][C:29]([CH3:32])([CH3:31])[CH3:30])=[O:27])[CH:24]=1)=[O:15]. (4) Given the product [CH2:1]([O:4][CH2:5][C:6]1[CH:11]=[CH:10][C:9]([N+:12]([O-:14])=[O:13])=[CH:8][C:7]=1[NH:15][C:16]1[N:18]=[C:23]([C:25]2[CH:26]=[N:27][CH:28]=[CH:29][CH:30]=2)[CH:22]=[CH:21][N:17]=1)[CH:2]=[CH2:3], predict the reactants needed to synthesize it. The reactants are: [CH2:1]([O:4][CH2:5][C:6]1[CH:11]=[CH:10][C:9]([N+:12]([O-:14])=[O:13])=[CH:8][C:7]=1[NH:15][C:16]([NH2:18])=[NH:17])[CH:2]=[CH2:3].CN(C)[CH:21]=[CH:22][C:23]([C:25]1[CH:26]=[N:27][CH:28]=[CH:29][CH:30]=1)=O.C(N(C(C)C)C(C)C)C. (5) Given the product [CH:1]1([CH2:6][N:7]2[C:11]3=[N:12][CH:13]=[CH:14][CH:15]=[C:10]3[C:9]([C:16]3[NH:24][N:23]=[N:22][N:17]=3)=[N:8]2)[CH2:2][CH2:3][CH2:4][CH2:5]1, predict the reactants needed to synthesize it. The reactants are: [CH:1]1([CH2:6][N:7]2[C:11]3=[N:12][CH:13]=[CH:14][CH:15]=[C:10]3[C:9]([C:16]#[N:17])=[N:8]2)[CH2:5][CH2:4][CH2:3][CH2:2]1.C[Si]([N:22]=[N+:23]=[N-:24])(C)C.C([Sn](=O)CCCC)CCC.O. (6) Given the product [F:1][C:2]1[CH:3]=[C:4]([C:14]2[CH:18]=[C:17]([CH2:19][NH:20][C:21]3[CH:25]=[CH:24][O:23][N:22]=3)[O:16][N:15]=2)[CH:5]=[CH:6][C:7]=1[N:8]1[CH2:13][CH2:12][N:11]([C:41](=[O:42])[CH2:40][O:33][C:34]2[CH:39]=[CH:38][CH:37]=[CH:36][CH:35]=2)[CH2:10][CH2:9]1, predict the reactants needed to synthesize it. The reactants are: [F:1][C:2]1[CH:3]=[C:4]([C:14]2[CH:18]=[C:17]([CH2:19][NH:20][C:21]3[CH:25]=[CH:24][O:23][N:22]=3)[O:16][N:15]=2)[CH:5]=[CH:6][C:7]=1[N:8]1[CH2:13][CH2:12][NH:11][CH2:10][CH2:9]1.C(NC(C)C)(C)C.[O:33]([CH2:40][C:41](Cl)=[O:42])[C:34]1[CH:39]=[CH:38][CH:37]=[CH:36][CH:35]=1.C(=O)(O)[O-].[Na+]. (7) The reactants are: Cl[C:2]1[C:11]2[C:6](=[CH:7][CH:8]=[CH:9][CH:10]=2)[N:5]([CH3:12])[C:4]2=[C:13]3[C:18](=[N:19][C:3]=12)[CH:17]=[CH:16][CH:15]=[CH:14]3.[C:20]([O:24][C:25](=[O:36])[NH:26][CH2:27][CH2:28][CH2:29][N:30]([CH2:32][CH2:33][CH2:34][NH2:35])[CH3:31])([CH3:23])([CH3:22])[CH3:21]. Given the product [C:20]([O:24][C:25](=[O:36])[NH:26][CH2:27][CH2:28][CH2:29][N:30]([CH3:31])[CH2:32][CH2:33][CH2:34][NH:35][C:2]1[C:11]2[C:6](=[CH:7][CH:8]=[CH:9][CH:10]=2)[N:5]([CH3:12])[C:4]2=[C:13]3[C:18](=[N:19][C:3]=12)[CH:17]=[CH:16][CH:15]=[CH:14]3)([CH3:23])([CH3:22])[CH3:21], predict the reactants needed to synthesize it. (8) Given the product [CH3:23][O:22][N:20]([CH3:21])[C:18]([CH:17]1[CH2:4][CH:16]1[C:11]1[CH:12]=[CH:13][CH:14]=[CH:15][C:10]=1[Cl:9])=[O:19], predict the reactants needed to synthesize it. The reactants are: [H-].[Na+].[I-].[CH3:4][S+](C)(C)=O.[Cl:9][C:10]1[CH:15]=[CH:14][CH:13]=[CH:12][C:11]=1[CH:16]=[CH:17][C:18]([N:20]([O:22][CH3:23])[CH3:21])=[O:19].